From a dataset of NCI-60 drug combinations with 297,098 pairs across 59 cell lines. Regression. Given two drug SMILES strings and cell line genomic features, predict the synergy score measuring deviation from expected non-interaction effect. (1) Drug 1: C1=CC(=CC=C1C#N)C(C2=CC=C(C=C2)C#N)N3C=NC=N3. Drug 2: C1=NC2=C(N=C(N=C2N1C3C(C(C(O3)CO)O)O)F)N. Cell line: SR. Synergy scores: CSS=10.2, Synergy_ZIP=-3.77, Synergy_Bliss=-9.78, Synergy_Loewe=1.67, Synergy_HSA=-4.64. (2) Drug 1: C1=CC(=CC=C1CCCC(=O)O)N(CCCl)CCCl. Drug 2: C1=CN(C(=O)N=C1N)C2C(C(C(O2)CO)O)O.Cl. Cell line: BT-549. Synergy scores: CSS=33.9, Synergy_ZIP=-8.21, Synergy_Bliss=-4.67, Synergy_Loewe=-32.8, Synergy_HSA=-0.562. (3) Drug 1: C(=O)(N)NO. Drug 2: C1CN(P(=O)(OC1)NCCCl)CCCl. Cell line: OVCAR-5. Synergy scores: CSS=5.19, Synergy_ZIP=-2.03, Synergy_Bliss=-1.51, Synergy_Loewe=-2.34, Synergy_HSA=-0.855. (4) Synergy scores: CSS=0.300, Synergy_ZIP=1.16, Synergy_Bliss=3.37, Synergy_Loewe=0.855, Synergy_HSA=1.16. Drug 2: C1=CN(C=N1)CC(O)(P(=O)(O)O)P(=O)(O)O. Cell line: OVCAR-8. Drug 1: CCCS(=O)(=O)NC1=C(C(=C(C=C1)F)C(=O)C2=CNC3=C2C=C(C=N3)C4=CC=C(C=C4)Cl)F. (5) Drug 1: C1=NC2=C(N1)C(=S)N=C(N2)N. Drug 2: C1C(C(OC1N2C=NC(=NC2=O)N)CO)O. Cell line: HCT116. Synergy scores: CSS=56.5, Synergy_ZIP=-1.78, Synergy_Bliss=-2.46, Synergy_Loewe=3.13, Synergy_HSA=5.18. (6) Cell line: NCIH23. Drug 2: C(CC(=O)O)C(=O)CN.Cl. Drug 1: CNC(=O)C1=NC=CC(=C1)OC2=CC=C(C=C2)NC(=O)NC3=CC(=C(C=C3)Cl)C(F)(F)F. Synergy scores: CSS=6.26, Synergy_ZIP=-2.01, Synergy_Bliss=-1.08, Synergy_Loewe=-3.89, Synergy_HSA=-0.899.